This data is from Reaction yield outcomes from USPTO patents with 853,638 reactions. The task is: Predict the reaction yield, written as a fraction of the theoretical maximum amount of product (1.0 means a 100% yield; for example, 0.34 means a 34% yield). The reactants are C([Li])(C)(C)C.[F:6][C:7]1[CH:12]=[CH:11][C:10](I)=[CH:9][CH:8]=1.[N:14]1([C:19]2([C:23]#[N:24])[CH2:22][CH2:21][CH2:20]2)[CH2:18][CH2:17][CH2:16][CH2:15]1.C(=O)(O)[O-].[Na+].[BH4-].[Na+]. The catalyst is C(OCC)C. The product is [F:6][C:7]1[CH:12]=[CH:11][C:10]([CH:23]([NH2:24])[C:19]2([N:14]3[CH2:18][CH2:17][CH2:16][CH2:15]3)[CH2:20][CH2:21][CH2:22]2)=[CH:9][CH:8]=1. The yield is 0.850.